Dataset: NCI-60 drug combinations with 297,098 pairs across 59 cell lines. Task: Regression. Given two drug SMILES strings and cell line genomic features, predict the synergy score measuring deviation from expected non-interaction effect. Drug 1: CC=C1C(=O)NC(C(=O)OC2CC(=O)NC(C(=O)NC(CSSCCC=C2)C(=O)N1)C(C)C)C(C)C. Drug 2: CCN(CC)CCNC(=O)C1=C(NC(=C1C)C=C2C3=C(C=CC(=C3)F)NC2=O)C. Cell line: OVCAR-4. Synergy scores: CSS=42.7, Synergy_ZIP=-0.401, Synergy_Bliss=-1.85, Synergy_Loewe=-68.3, Synergy_HSA=-1.76.